From a dataset of Experimentally validated miRNA-target interactions with 360,000+ pairs, plus equal number of negative samples. Binary Classification. Given a miRNA mature sequence and a target amino acid sequence, predict their likelihood of interaction. (1) The miRNA is hsa-miR-3667-3p with sequence ACCUUCCUCUCCAUGGGUCUUU. The protein sequence of the target gene is MAKSGLRQDPQSTAAATVLKRAVELDSESRYPQALVCYQEGIDLLLQVLKGTKDNTKRCNLREKISKYMDRAENIKKYLDQEKEDGKYHKQIKIEENATGFSYESLFREYLNETVTEVWIEDPYIRHTHQLYNFLRFCEMLIKRPCKVKTIHLLTSLDEGIEQVQQSRGLQEIEESLRSHGVLLEVQYSSSIHDREIRFNNGWMIKIGRGLDYFKKPQSRFSLGYCDFDLRPCHETTVDIFHKKHTKNI. Result: 0 (no interaction). (2) The protein sequence of the target gene is MEELSSVGEQVFAAECILSKRLRKGKLEYLVKWRGWSSKHNSWEPEENILDPRLLLAFQKKEHEKEVQNRKRGKRPRGRPRKLTAMSSCSRRSKLKEPDAPSKSKSSSSSSSSTSSSSSSDEEDDSDLDAKRGPRGRETHPVPQKKAQILVAKPELKDPIRKKRGRKPLPPEQKATRRPVSLAKVLKTARKDLGAPASKLPPPLSAPVAGLAALKAHAKEACGGPSAMATPENLASLMKGMASSPGRGGISWQSSIVHYMNRMTQSQAQAASRLALKAQATNKCGLGLDLKVRTQKGELG.... The miRNA is hsa-miR-29c-3p with sequence UAGCACCAUUUGAAAUCGGUUA. Result: 1 (interaction). (3) The miRNA is hsa-miR-616-5p with sequence ACUCAAAACCCUUCAGUGACUU. The protein sequence of the target gene is MESIFHEKQEGSLCAQHCLNNLLQGEYFSPVELSSIAHQLDEEERMRMAEGGVTSEDYRTFLQQPSGNMDDSGFFSIQVISNALKVWGLELILFNSPEYQRLRIDPINERSFICNYKEHWFTVRKLGKQWFNLNSLLTGPELISDTYLALFLAQLQQEGYSIFVVKGDLPDCEADQLLQMIRVQQMHRPKLIGEELAQLKEQRVHKTDLERVLEANDGSGMLDEDEEDLQRALALSRQEIDMEDEEADLRRAIQLSMQGSSRNISQDMTQTSGTNLTSEELRKRREAYFEKQQQKQQQQQ.... Result: 1 (interaction). (4) The miRNA is hsa-miR-4320 with sequence GGGAUUCUGUAGCUUCCU. The protein sequence of the target gene is MATLLRSKLSNVATSVSNKSQAKMSGMFARMGFQAATDEEAVGFAHCDDLDFEHRQGLQMDILKAEGEPCGDEGAEAPVEGDIHYQRGSGAPLPPSGSKDQVGGGGEFGGHDKPKITAWEAGWNVTNAIQGMFVLGLPYAILHGGYLGLFLIIFAAVVCCYTGKILIACLYEENEDGEVVRVRDSYVAIANACCAPRFPTLGGRVVNVAQIIELVMTCILYVVVSGNLMYNSFPGLPVSQKSWSIIATAVLLPCAFLKNLKAVSKFSLLCTLAHFVINILVIAYCLSRARDWAWEKVKFY.... Result: 0 (no interaction).